Dataset: Full USPTO retrosynthesis dataset with 1.9M reactions from patents (1976-2016). Task: Predict the reactants needed to synthesize the given product. (1) Given the product [C:24]([O:23][C:21]([C:18]1([C:15]2[CH:16]=[CH:17][C:12]([NH:11][CH2:8][CH:9]=[CH2:10])=[CH:13][CH:14]=2)[CH2:19][CH2:20]1)=[O:22])([CH3:27])([CH3:26])[CH3:25], predict the reactants needed to synthesize it. The reactants are: C(NCC=C)C=C.[CH2:8]([N:11](CC=C)[C:12]1[CH:17]=[CH:16][C:15]([C:18]2([C:21]([O:23][C:24]([CH3:27])([CH3:26])[CH3:25])=[O:22])[CH2:20][CH2:19]2)=[CH:14][CH:13]=1)[CH:9]=[CH2:10]. (2) Given the product [F:1][C:2]1[CH:15]=[C:14]([N+:16]([O-:18])=[O:17])[CH:13]=[CH:12][C:3]=1[O:4][C:5]1[CH:10]=[CH:9][N:8]=[C:7]([NH:11][C:20]([N:40]2[CH2:41][CH2:42][N:37]([CH:35]3[CH2:34][N:33]([CH3:32])[CH2:36]3)[CH2:38][CH2:39]2)=[O:21])[CH:6]=1, predict the reactants needed to synthesize it. The reactants are: [F:1][C:2]1[CH:15]=[C:14]([N+:16]([O-:18])=[O:17])[CH:13]=[CH:12][C:3]=1[O:4][C:5]1[CH:10]=[CH:9][N:8]=[C:7]([NH2:11])[CH:6]=1.Cl[C:20](OC1C=CC=CC=1)=[O:21].Cl.Cl.Cl.[CH3:32][N:33]1[CH2:36][CH:35]([N:37]2[CH2:42][CH2:41][NH:40][CH2:39][CH2:38]2)[CH2:34]1.[OH-].[Na+]. (3) Given the product [N:22]([C:6]1[CH:7]=[CH:2][C:3]([N+:14]([O-:16])=[O:15])=[C:4]([N:8]2[CH2:13][CH2:12][CH2:11][CH2:10][CH2:9]2)[CH:5]=1)=[N+:23]=[N-:24], predict the reactants needed to synthesize it. The reactants are: F[C:2]1[C:3]([N+:14]([O-:16])=[O:15])=[C:4]([N:8]2[CH2:13][CH2:12][CH2:11][CH2:10][CH2:9]2)[CH:5]=[CH:6][CH:7]=1.CN(C=O)C.[N-:22]=[N+:23]=[N-:24].[Na+]. (4) The reactants are: [CH3:1][O:2][C:3]([C:8]1[CH:13]=[CH:12][CH:11]=[CH:10][CH:9]=1)(OC)OC.[N:14]#[C:15][NH2:16].C(OC(=O)C)(=O)C. Given the product [C:15](/[N:16]=[C:3](\[O:2][CH3:1])/[C:8]1[CH:13]=[CH:12][CH:11]=[CH:10][CH:9]=1)#[N:14], predict the reactants needed to synthesize it. (5) Given the product [CH:11]1([C:14]2[C:15]([CH2:27][O:28][C:29]3[CH:34]=[CH:33][C:32]([N:35]4[C:39]([CH3:40])=[C:38]([CH:3]=[O:4])[C:37]([CH3:41])=[N:36]4)=[CH:31][C:30]=3[CH3:42])=[C:16]([N:20]3[C:24](=[O:25])[N:23]([CH3:26])[N:22]=[N:21]3)[CH:17]=[CH:18][CH:19]=2)[CH2:13][CH2:12]1, predict the reactants needed to synthesize it. The reactants are: CN(C)[CH:3]=[O:4].P(Cl)(Cl)(Cl)=O.[CH:11]1([C:14]2[C:15]([CH2:27][O:28][C:29]3[CH:34]=[CH:33][C:32]([N:35]4[C:39]([CH3:40])=[CH:38][C:37]([CH3:41])=[N:36]4)=[CH:31][C:30]=3[CH3:42])=[C:16]([N:20]3[C:24](=[O:25])[N:23]([CH3:26])[N:22]=[N:21]3)[CH:17]=[CH:18][CH:19]=2)[CH2:13][CH2:12]1. (6) Given the product [CH:2]([C:3]1[CH:8]=[CH:7][C:6]([C:9]2[N:10]=[C:11]([NH:24][C:25](=[O:27])[CH3:26])[S:12][C:13]=2[C:14]2[CH:19]=[CH:18][C:17]([S:20]([CH3:23])(=[O:22])=[O:21])=[CH:16][CH:15]=2)=[CH:5][CH:4]=1)=[O:1], predict the reactants needed to synthesize it. The reactants are: [OH:1][CH2:2][C:3]1[CH:8]=[CH:7][C:6]([C:9]2[N:10]=[C:11]([NH:24][C:25](=[O:27])[CH3:26])[S:12][C:13]=2[C:14]2[CH:19]=[CH:18][C:17]([S:20]([CH3:23])(=[O:22])=[O:21])=[CH:16][CH:15]=2)=[CH:5][CH:4]=1.